Task: Predict the reactants needed to synthesize the given product.. Dataset: Full USPTO retrosynthesis dataset with 1.9M reactions from patents (1976-2016) (1) The reactants are: [OH:1][C@@:2]1([CH3:23])[CH2:7][CH2:6][C@@H:5]([NH:8][C:9]2[C:14]([C:15]#[N:16])=[CH:13][N:12]=[C:11](S(C)(=O)=O)[N:10]=2)[CH2:4][C:3]1([CH3:22])[CH3:21].[F:24][C:25]([F:37])([CH3:36])[CH2:26][O:27][C:28]1[C:33]([CH2:34][NH2:35])=[CH:32][N:31]=[CH:30][N:29]=1.CCN(C(C)C)C(C)C. Given the product [F:37][C:25]([F:24])([CH3:36])[CH2:26][O:27][C:28]1[C:33]([CH2:34][NH:35][C:11]2[N:10]=[C:9]([NH:8][C@@H:5]3[CH2:6][CH2:7][C@@:2]([OH:1])([CH3:23])[C:3]([CH3:22])([CH3:21])[CH2:4]3)[C:14]([C:15]#[N:16])=[CH:13][N:12]=2)=[CH:32][N:31]=[CH:30][N:29]=1, predict the reactants needed to synthesize it. (2) Given the product [C:11]([O:15][C:16]([N:18]1[CH2:23][CH2:22][CH:21]([NH:1][CH2:2][CH2:3][C:4]2[C:5]([NH2:10])=[N:6][CH:7]=[CH:8][CH:9]=2)[CH2:20][CH2:19]1)=[O:17])([CH3:14])([CH3:12])[CH3:13], predict the reactants needed to synthesize it. The reactants are: [NH2:1][CH2:2][CH2:3][C:4]1[C:5]([NH2:10])=[N:6][CH:7]=[CH:8][CH:9]=1.[C:11]([O:15][C:16]([N:18]1[CH2:23][CH2:22][C:21](=O)[CH2:20][CH2:19]1)=[O:17])([CH3:14])([CH3:13])[CH3:12].C(O[BH-](OC(=O)C)OC(=O)C)(=O)C.[Na+]. (3) The reactants are: [CH3:1][N:2]1[C:6]([CH:7]([C:9]2[CH:14]=[CH:13][N:12]=[C:11]([C:15]([F:18])([F:17])[F:16])[CH:10]=2)[OH:8])=[CH:5][N:4]=[CH:3]1. Given the product [CH3:1][N:2]1[C:6]([C:7]([C:9]2[CH:14]=[CH:13][N:12]=[C:11]([C:15]([F:18])([F:16])[F:17])[CH:10]=2)=[O:8])=[CH:5][N:4]=[CH:3]1, predict the reactants needed to synthesize it.